Dataset: Full USPTO retrosynthesis dataset with 1.9M reactions from patents (1976-2016). Task: Predict the reactants needed to synthesize the given product. (1) Given the product [F:17][C:18]1[CH:19]=[C:20]([CH:23]=[CH:24][C:25]=1[CH3:26])[CH2:21][N:1]1[CH2:6][CH2:5][CH:4]([NH:7][C:8]2[S:9][C:10]([C:13]([F:16])([F:14])[F:15])=[N:11][N:12]=2)[CH2:3][CH2:2]1, predict the reactants needed to synthesize it. The reactants are: [NH:1]1[CH2:6][CH2:5][CH:4]([NH:7][C:8]2[S:9][C:10]([C:13]([F:16])([F:15])[F:14])=[N:11][N:12]=2)[CH2:3][CH2:2]1.[F:17][C:18]1[CH:19]=[C:20]([CH:23]=[CH:24][C:25]=1[CH3:26])[CH2:21]Br.N12CCCNC1=NCCC2. (2) Given the product [O:3]1[C:4]2([CH2:7][CH2:8][NH:9][CH2:10][CH2:11]2)[CH2:5][NH:6][C:2]1=[O:1], predict the reactants needed to synthesize it. The reactants are: [O:1]=[C:2]1[NH:6][CH2:5][C:4]2([CH2:11][CH2:10][N:9](C(OC(C)(C)C)=O)[CH2:8][CH2:7]2)[O:3]1.C(O)(C(F)(F)F)=O. (3) Given the product [CH3:14][C:9]1[C:8]([C:19]2[CH:20]=[CH:21][C:16]([OH:15])=[CH:17][CH:18]=2)=[CH:13][CH:12]=[CH:11][N:10]=1, predict the reactants needed to synthesize it. The reactants are: C([O-])([O-])=O.[Na+].[Na+].Br[C:8]1[C:9]([CH3:14])=[N:10][CH:11]=[CH:12][CH:13]=1.[OH:15][C:16]1[CH:21]=[CH:20][C:19](B(O)O)=[CH:18][CH:17]=1. (4) Given the product [C:14]([N:7]1[C:8]2[C:13](=[CH:12][CH:11]=[CH:10][CH:9]=2)[C:5]([N:20]2[CH2:19][CH2:18][N:17]([C:23]([O:25][C:26]([CH3:29])([CH3:28])[CH3:27])=[O:24])[CH2:22][CH2:21]2)=[CH:6]1)(=[O:16])[CH3:15], predict the reactants needed to synthesize it. The reactants are: C(O[C:5]1[C:13]2[C:8](=[CH:9][CH:10]=[CH:11][CH:12]=2)[N:7]([C:14](=[O:16])[CH3:15])[CH:6]=1)(=O)C.[N:17]1([C:23]([O:25][C:26]([CH3:29])([CH3:28])[CH3:27])=[O:24])[CH2:22][CH2:21][NH:20][CH2:19][CH2:18]1.C1(C)C=CC(S(O)(=O)=O)=CC=1.